This data is from Forward reaction prediction with 1.9M reactions from USPTO patents (1976-2016). The task is: Predict the product of the given reaction. (1) Given the reactants [CH3:1][O:2][C:3]1[CH:8]=[CH:7][C:6]([C@@H:9]([NH2:11])[CH3:10])=[CH:5][CH:4]=1.[N:12]1[CH:17]=[CH:16][CH:15]=[CH:14][C:13]=1[CH:18]=O.C(O[BH-](OC(=O)C)OC(=O)C)(=O)C.[Na+], predict the reaction product. The product is: [CH3:1][O:2][C:3]1[CH:8]=[CH:7][C:6]([C@@H:9]([NH:11][CH2:18][C:13]2[CH:14]=[CH:15][CH:16]=[CH:17][N:12]=2)[CH3:10])=[CH:5][CH:4]=1. (2) Given the reactants [OH:1][C:2]1[CH:7]=[CH:6][CH:5]=[CH:4][C:3]=1[C:8]1[N:17]=[C:16]([N:18]2[CH2:22][CH2:21][C@@H:20]([CH2:23][NH:24][C:25](=[O:30])[O:26][CH2:27][CH2:28][CH3:29])[CH2:19]2)[C:15]2[C:10](=[CH:11][C:12]([CH3:31])=[CH:13][CH:14]=2)[N:9]=1.[ClH:32].CCOCC, predict the reaction product. The product is: [ClH:32].[OH:1][C:2]1[CH:7]=[CH:6][CH:5]=[CH:4][C:3]=1[C:8]1[N:17]=[C:16]([N:18]2[CH2:22][CH2:21][C@@H:20]([CH2:23][NH:24][C:25](=[O:30])[O:26][CH2:27][CH2:28][CH3:29])[CH2:19]2)[C:15]2[C:10](=[CH:11][C:12]([CH3:31])=[CH:13][CH:14]=2)[N:9]=1. (3) Given the reactants [O:1]=[C:2]1[N:6]([C:7]2[CH:14]=[CH:13][C:10]([C:11]#[N:12])=[C:9]([C:15]([F:18])([F:17])[F:16])[CH:8]=2)[C@H:5]2[CH2:19][CH2:20][CH2:21][CH2:22][C@@H:4]2[NH:3]1.Br[C:24]1[CH:25]=[N:26][CH:27]=[CH:28][C:29]=1[CH3:30], predict the reaction product. The product is: [CH3:30][C:29]1[CH:28]=[CH:27][N:26]=[CH:25][C:24]=1[N:3]1[C@H:4]2[CH2:22][CH2:21][CH2:20][CH2:19][C@@H:5]2[N:6]([C:7]2[CH:14]=[CH:13][C:10]([C:11]#[N:12])=[C:9]([C:15]([F:18])([F:16])[F:17])[CH:8]=2)[C:2]1=[O:1].